From a dataset of NCI-60 drug combinations with 297,098 pairs across 59 cell lines. Regression. Given two drug SMILES strings and cell line genomic features, predict the synergy score measuring deviation from expected non-interaction effect. Drug 1: CCC1(CC2CC(C3=C(CCN(C2)C1)C4=CC=CC=C4N3)(C5=C(C=C6C(=C5)C78CCN9C7C(C=CC9)(C(C(C8N6C=O)(C(=O)OC)O)OC(=O)C)CC)OC)C(=O)OC)O.OS(=O)(=O)O. Drug 2: C(CC(=O)O)C(=O)CN.Cl. Cell line: IGROV1. Synergy scores: CSS=0.296, Synergy_ZIP=-1.18, Synergy_Bliss=-0.864, Synergy_Loewe=-3.08, Synergy_HSA=-3.10.